Dataset: CYP1A2 inhibition data for predicting drug metabolism from PubChem BioAssay. Task: Regression/Classification. Given a drug SMILES string, predict its absorption, distribution, metabolism, or excretion properties. Task type varies by dataset: regression for continuous measurements (e.g., permeability, clearance, half-life) or binary classification for categorical outcomes (e.g., BBB penetration, CYP inhibition). Dataset: cyp1a2_veith. The result is 0 (non-inhibitor). The drug is Cc1nnc(NC(=O)CCC(=O)NCc2cccs2)s1.